This data is from Reaction yield outcomes from USPTO patents with 853,638 reactions. The task is: Predict the reaction yield, written as a fraction of the theoretical maximum amount of product (1.0 means a 100% yield; for example, 0.34 means a 34% yield). (1) The reactants are [CH2:1]([O:19][C@H:20]1[C@H:24]([O:25][CH2:26][CH2:27][CH2:28][CH2:29][CH2:30][CH2:31][CH2:32][CH2:33]/[CH:34]=[CH:35]\[CH2:36]/[CH:37]=[CH:38]\[CH2:39][CH2:40][CH2:41][CH2:42][CH3:43])[CH2:23][N:22]([CH2:44][CH2:45][C:46](OCC)=[O:47])[CH2:21]1)[CH2:2][CH2:3][CH2:4][CH2:5][CH2:6][CH2:7][CH2:8]/[CH:9]=[CH:10]\[CH2:11]/[CH:12]=[CH:13]\[CH2:14][CH2:15][CH2:16][CH2:17][CH3:18].C1(C)C=CC=CC=1.[H-].C([Al+]CCCC)CCC.[Cl-].[NH4+]. The catalyst is C1COCC1. The product is [CH2:1]([O:19][C@H:20]1[C@H:24]([O:25][CH2:26][CH2:27][CH2:28][CH2:29][CH2:30][CH2:31][CH2:32][CH2:33]/[CH:34]=[CH:35]\[CH2:36]/[CH:37]=[CH:38]\[CH2:39][CH2:40][CH2:41][CH2:42][CH3:43])[CH2:23][N:22]([CH2:44][CH2:45][CH2:46][OH:47])[CH2:21]1)[CH2:2][CH2:3][CH2:4][CH2:5][CH2:6][CH2:7][CH2:8]/[CH:9]=[CH:10]\[CH2:11]/[CH:12]=[CH:13]\[CH2:14][CH2:15][CH2:16][CH2:17][CH3:18]. The yield is 0.545. (2) The reactants are CN(C(ON1N=NC2C=CC=NC1=2)=[N+](C)C)C.F[P-](F)(F)(F)(F)F.[Br:25][C:26]1[C:34]2[C:29](=[CH:30][CH:31]=[C:32]([O:35][CH2:36][CH2:37][OH:38])[CH:33]=2)[NH:28][C:27]=1[C:39]([OH:41])=O.[NH2:42][CH2:43][C:44]1[C:45]([F:61])=[C:46]([O:51][C:52]2[CH:53]=[C:54]([CH:57]=[C:58]([Cl:60])[CH:59]=2)[C:55]#[N:56])[C:47]([Cl:50])=[CH:48][CH:49]=1.CCN(C(C)C)C(C)C. The catalyst is CN(C=O)C. The product is [Br:25][C:26]1[C:34]2[C:29](=[CH:30][CH:31]=[C:32]([O:35][CH2:36][CH2:37][OH:38])[CH:33]=2)[NH:28][C:27]=1[C:39]([NH:42][CH2:43][C:44]1[CH:49]=[CH:48][C:47]([Cl:50])=[C:46]([O:51][C:52]2[CH:53]=[C:54]([C:55]#[N:56])[CH:57]=[C:58]([Cl:60])[CH:59]=2)[C:45]=1[F:61])=[O:41]. The yield is 0.470.